Dataset: Catalyst prediction with 721,799 reactions and 888 catalyst types from USPTO. Task: Predict which catalyst facilitates the given reaction. (1) Product: [N+:1]([C:4]1[CH:5]=[CH:6][C:7]([CH2:23][C:24]#[N:25])=[N:8][CH:9]=1)([O-:3])=[O:2]. The catalyst class is: 1. Reactant: [N+:1]([C:4]1[CH:5]=[CH:6][C:7](Cl)=[N:8][CH:9]=1)([O-:3])=[O:2].C([O-])([O-])=O.[K+].[K+].C(OC(=O)[CH2:23][C:24]#[N:25])(C)(C)C.C1(C)C=CC(S(O)(=O)=O)=CC=1. (2) Reactant: [F:1][C:2]1[CH:39]=[CH:38][C:5]([O:6][C:7]2[C:16]3[C:15](=[O:17])[N:14]([CH2:18][C:19]4[CH:24]=[CH:23][C:22]([O:25][CH3:26])=[CH:21][CH:20]=4)C(=O)[N:12]([C:28]4[CH:33]=[CH:32][C:31]([I:34])=[CH:30][C:29]=4[F:35])[C:11]=3[N:10]([CH3:36])[C:9](=[O:37])[CH:8]=2)=[C:4]([CH3:40])[CH:3]=1.[OH-].[Li+].C(OCC)(=O)C. Product: [F:1][C:2]1[CH:39]=[CH:38][C:5]([O:6][C:7]2[C:16]([C:15]([NH:14][CH2:18][C:19]3[CH:20]=[CH:21][C:22]([O:25][CH3:26])=[CH:23][CH:24]=3)=[O:17])=[C:11]([NH:12][C:28]3[CH:33]=[CH:32][C:31]([I:34])=[CH:30][C:29]=3[F:35])[N:10]([CH3:36])[C:9](=[O:37])[CH:8]=2)=[C:4]([CH3:40])[CH:3]=1. The catalyst class is: 30. (3) Product: [ClH:42].[ClH:42].[CH3:1][C:2]1[CH:40]=[C:39]([CH3:41])[CH:38]=[CH:37][C:3]=1[C:4]([O:6][CH2:7][C:8]1[CH:9]=[CH:10][C:11]([CH:14]([CH2:28][NH2:29])[C:15]([NH:17][C:18]2[CH:19]=[C:20]3[C:25](=[CH:26][CH:27]=2)[CH:24]=[N:23][CH:22]=[CH:21]3)=[O:16])=[CH:12][CH:13]=1)=[O:5]. The catalyst class is: 2. Reactant: [CH3:1][C:2]1[CH:40]=[C:39]([CH3:41])[CH:38]=[CH:37][C:3]=1[C:4]([O:6][CH2:7][C:8]1[CH:13]=[CH:12][C:11]([CH:14]([CH2:28][NH:29]C(OC(C)(C)C)=O)[C:15]([NH:17][C:18]2[CH:19]=[C:20]3[C:25](=[CH:26][CH:27]=2)[CH:24]=[N:23][CH:22]=[CH:21]3)=[O:16])=[CH:10][CH:9]=1)=[O:5].[ClH:42]. (4) Reactant: [Br:1][C:2]1[CH:3]=[C:4]([CH:6]=[CH:7][C:8]=1[CH3:9])[NH2:5].[C:10](OC)(=[O:15])[CH2:11][C:12]([CH3:14])=[O:13].N1C=CC=CC=1. Product: [Br:1][C:2]1[CH:3]=[C:4]([NH:5][C:10](=[O:15])[CH2:11][C:12](=[O:13])[CH3:14])[CH:6]=[CH:7][C:8]=1[CH3:9]. The catalyst class is: 113. (5) Reactant: [N+]([C:4]1[NH:5][CH:6]=[C:7]([N+:9]([O-:11])=[O:10])[N:8]=1)([O-])=O.[CH2:12]([O:16][Si](C(C)(C)C)(C)C)[C@H:13]1[O:15][CH2:14]1.Br[CH2:25][C:26]1[CH:31]=[CH:30][C:29]([C:32]2[CH:37]=[CH:36][C:35]([O:38][C:39]([F:42])([F:41])[F:40])=[CH:34][C:33]=2[Cl:43])=[CH:28][CH:27]=1.[H-].[Na+]. Product: [Cl:43][C:33]1[CH:34]=[C:35]([O:38][C:39]([F:42])([F:41])[F:40])[CH:36]=[CH:37][C:32]=1[C:29]1[CH:30]=[CH:31][C:26]([CH2:25][O:15][C@@H:13]2[CH2:12][O:16][C:4]3=[N:8][C:7]([N+:9]([O-:11])=[O:10])=[CH:6][N:5]3[CH2:14]2)=[CH:27][CH:28]=1. The catalyst class is: 3. (6) Reactant: CC(C)([O-])C.[K+].[N:7]1[CH:12]=[CH:11][CH:10]=[N:9][C:8]=1[N:13]1[CH2:18][CH2:17][CH:16]([OH:19])[CH2:15][CH2:14]1.[Cl:20][C:21]1[C:26]([CH3:27])=[C:25](Cl)[N:24]=[CH:23][N:22]=1. Product: [Cl:20][C:21]1[C:26]([CH3:27])=[C:25]([O:19][CH:16]2[CH2:15][CH2:14][N:13]([C:8]3[N:9]=[CH:10][CH:11]=[CH:12][N:7]=3)[CH2:18][CH2:17]2)[N:24]=[CH:23][N:22]=1. The catalyst class is: 1. (7) Reactant: [OH:1][C:2]1[C:11]2[C:6](=[CH:7][CH:8]=[CH:9][CH:10]=2)[C:5]([NH:17][O:18][CH3:19])([CH2:12][CH2:13][CH:14]([CH3:16])[CH3:15])[C:4](=[O:20])[C:3]=1[C:21]1[NH:26][C:25]2[CH:27]=[CH:28][C:29]([NH:31][C:32](=[O:38])[O:33][C:34]([CH3:37])([CH3:36])[CH3:35])=[CH:30][C:24]=2[S:23](=[O:40])(=[O:39])[N:22]=1.[C:41](OC(=O)C)(=[O:43])[CH3:42]. Product: [C:41]([N:17]([O:18][CH3:19])[C:5]1([CH2:12][CH2:13][CH:14]([CH3:16])[CH3:15])[C:6]2[C:11](=[CH:10][CH:9]=[CH:8][CH:7]=2)[C:2]([OH:1])=[C:3]([C:21]2[NH:26][C:25]3[CH:27]=[CH:28][C:29]([NH:31][C:32](=[O:38])[O:33][C:34]([CH3:35])([CH3:37])[CH3:36])=[CH:30][C:24]=3[S:23](=[O:39])(=[O:40])[N:22]=2)[C:4]1=[O:20])(=[O:43])[CH3:42]. The catalyst class is: 17.